This data is from Peptide-MHC class I binding affinity with 185,985 pairs from IEDB/IMGT. The task is: Regression. Given a peptide amino acid sequence and an MHC pseudo amino acid sequence, predict their binding affinity value. This is MHC class I binding data. (1) The peptide sequence is GMMRWCMPV. The MHC is HLA-C06:02 with pseudo-sequence HLA-C06:02. The binding affinity (normalized) is 0.0847. (2) The peptide sequence is TIILNKIVQL. The MHC is HLA-A02:02 with pseudo-sequence HLA-A02:02. The binding affinity (normalized) is 0.309.